From a dataset of Forward reaction prediction with 1.9M reactions from USPTO patents (1976-2016). Predict the product of the given reaction. (1) Given the reactants Cl[C:2]1[N:7]=[C:6]([Cl:8])[N:5]=[C:4]([NH:9][C:10]2[CH:15]=[CH:14][C:13]([P:16]([CH3:19])([CH3:18])=[O:17])=[CH:12][CH:11]=2)[N:3]=1.C(N(CC)CC)C.[C:27]12([CH2:37][NH2:38])[CH2:36][CH:31]3[CH2:32][CH:33]([CH2:35][CH:29]([CH2:30]3)[CH2:28]1)[CH2:34]2, predict the reaction product. The product is: [Cl:8][C:6]1[N:5]=[C:4]([NH:9][C:10]2[CH:15]=[CH:14][C:13]([P:16]([CH3:19])([CH3:18])=[O:17])=[CH:12][CH:11]=2)[N:3]=[C:2]([NH:38][CH2:37][C:27]23[CH2:36][CH:31]4[CH2:30][CH:29]([CH2:35][CH:33]([CH2:32]4)[CH2:34]2)[CH2:28]3)[N:7]=1. (2) Given the reactants P(Cl)(Cl)(Cl)=O.[F:6][C:7]1[CH:16]=[C:15]([F:17])[CH:14]=[C:13]2[C:8]=1[C:9](=O)[NH:10][CH:11]=[N:12]2.[Cl:19][C:20]1[C:25]([NH2:26])=[C:24]2[O:27][CH2:28][O:29][C:23]2=[CH:22][CH:21]=1.C(N(C(C)C)CC)(C)C, predict the reaction product. The product is: [Cl:19][C:20]1[C:25]([NH:26][C:9]2[C:8]3[C:13](=[CH:14][C:15]([F:17])=[CH:16][C:7]=3[F:6])[N:12]=[CH:11][N:10]=2)=[C:24]2[O:27][CH2:28][O:29][C:23]2=[CH:22][CH:21]=1.